From a dataset of Forward reaction prediction with 1.9M reactions from USPTO patents (1976-2016). Predict the product of the given reaction. Given the reactants [Cl:1][C:2]1[CH:7]=[C:6]([F:8])[CH:5]=[C:4]([F:9])[CH:3]=1.C([Li])CCC.CN([CH:18]=[O:19])C.Cl, predict the reaction product. The product is: [Cl:1][C:2]1[CH:7]=[C:6]([F:8])[C:5]([CH:18]=[O:19])=[C:4]([F:9])[CH:3]=1.